This data is from Catalyst prediction with 721,799 reactions and 888 catalyst types from USPTO. The task is: Predict which catalyst facilitates the given reaction. (1) Reactant: [C:1]([OH:8])(=[O:7])[CH2:2][CH2:3][C:4](O)=O.ClC1C=CC2CCNCCC=2C=1SCCCC(=O)NC.[C:29]([O:33][C:34]([N:36]1[CH2:42][CH2:41][C:40]2[C:43]([S:48]CCCC(=O)NC)=[C:44]([Cl:47])[CH:45]=[CH:46][C:39]=2[CH2:38][CH2:37]1)=[O:35])([CH3:32])([CH3:31])[CH3:30].C(O)(C(F)(F)F)=O. Product: [C:29]([O:33][C:34]([N:36]1[CH2:42][CH2:41][C:40]2[C:43]([S:48][CH2:4][CH2:3][CH2:2][C:1]([OH:8])=[O:7])=[C:44]([Cl:47])[CH:45]=[CH:46][C:39]=2[CH2:38][CH2:37]1)=[O:35])([CH3:32])([CH3:30])[CH3:31]. The catalyst class is: 4. (2) The catalyst class is: 6. Reactant: [C:1]([C:5]1(C(OC)=O)[CH2:10][CH2:9][O:8][CH2:7][CH2:6]1)(=[O:4])[CH2:2][CH3:3].S(=O)(=O)(O)O.[OH-].[Na+]. Product: [C:1]([CH:5]1[CH2:10][CH2:9][O:8][CH2:7][CH2:6]1)(=[O:4])[CH2:2][CH3:3]. (3) Reactant: Br[C:2]1[CH:8]=[CH:7][C:5]([NH2:6])=[C:4]([N+:9]([O-:11])=[O:10])[CH:3]=1.B1([C:18]2[CH:23]=[CH:22][CH:21]=[N:20][CH:19]=2)OCCCO1.C(=O)(O)[O-].[Na+]. Product: [N:20]1[CH:21]=[CH:22][CH:23]=[C:18]([C:2]2[CH:8]=[CH:7][C:5]([NH2:6])=[C:4]([N+:9]([O-:11])=[O:10])[CH:3]=2)[CH:19]=1. The catalyst class is: 104. (4) Reactant: [F:1][C:2]([F:21])([F:20])[C:3]1[C:11]([C:12]#[N:13])=[CH:10][CH:9]=[C:8]2[C:4]=1[CH:5]=[C:6]([CH2:14][CH2:15][C:16]([F:19])([F:18])[F:17])[NH:7]2.C([O-])([O-])=O.[Cs+].[Cs+].Cl[CH2:29][C:30]1[N:34]=[C:33]([C:35]2[CH:40]=[C:39]([F:41])[CH:38]=[C:37]([F:42])[CH:36]=2)[O:32][N:31]=1. Product: [F:41][C:39]1[CH:40]=[C:35]([C:33]2[O:32][N:31]=[C:30]([CH2:29][N:7]3[C:8]4[C:4](=[C:3]([C:2]([F:1])([F:20])[F:21])[C:11]([C:12]#[N:13])=[CH:10][CH:9]=4)[CH:5]=[C:6]3[CH2:14][CH2:15][C:16]([F:19])([F:18])[F:17])[N:34]=2)[CH:36]=[C:37]([F:42])[CH:38]=1. The catalyst class is: 10. (5) Reactant: OC(C(F)(F)F)=O.[NH2:8][CH:9]1[C:36]2[C:31](=[C:32]([Br:37])[CH:33]=[CH:34][CH:35]=2)[C:11]2([CH2:16][CH2:15][N:14]([C:17](=[O:30])/[CH:18]=[CH:19]/[C:20]3[CH:25]=[CH:24][CH:23]=[CH:22][C:21]=3[C:26]([F:29])([F:28])[F:27])[CH2:13][CH2:12]2)[CH2:10]1.CCN(C(C)C)C(C)C.[CH3:47][N:48]=[C:49]=[O:50]. Product: [Br:37][C:32]1[CH:33]=[CH:34][CH:35]=[C:36]2[C:31]=1[C:11]1([CH2:16][CH2:15][N:14]([C:17](=[O:30])/[CH:18]=[CH:19]/[C:20]3[CH:25]=[CH:24][CH:23]=[CH:22][C:21]=3[C:26]([F:27])([F:28])[F:29])[CH2:13][CH2:12]1)[CH2:10][CH:9]2[NH:8][C:49]([NH:48][CH3:47])=[O:50]. The catalyst class is: 2. (6) Reactant: C([O:3][C:4]([C:6]1[N:7]([CH3:34])[N:8]=[C:9]([C:11]2[CH:12]=[C:13]3[C:17](=[CH:18][CH:19]=2)[N:16]([CH3:20])[C:15]2[N:21]([CH3:33])[C:22](=[O:32])[C:23]([C:25]4[CH:30]=[CH:29][C:28]([Br:31])=[CH:27][CH:26]=4)=[CH:24][C:14]3=2)[CH:10]=1)=O)C.[Li+].[BH4-].[OH-].[Na+]. Product: [Br:31][C:28]1[CH:29]=[CH:30][C:25]([C:23]2[C:22](=[O:32])[N:21]([CH3:33])[C:15]3[N:16]([CH3:20])[C:17]4[C:13]([C:14]=3[CH:24]=2)=[CH:12][C:11]([C:9]2[CH:10]=[C:6]([CH2:4][OH:3])[N:7]([CH3:34])[N:8]=2)=[CH:19][CH:18]=4)=[CH:26][CH:27]=1. The catalyst class is: 168.